From a dataset of Full USPTO retrosynthesis dataset with 1.9M reactions from patents (1976-2016). Predict the reactants needed to synthesize the given product. The reactants are: [Br:1][C:2]1[CH:3]=[N:4][N:5]([CH2:10][C:11]([O:13]CC)=[O:12])[C:6](=[O:9])[C:7]=1[Br:8].[OH-].[Na+].C(OCC)(=O)C. Given the product [Br:1][C:2]1[CH:3]=[N:4][N:5]([CH2:10][C:11]([OH:13])=[O:12])[C:6](=[O:9])[C:7]=1[Br:8], predict the reactants needed to synthesize it.